This data is from Forward reaction prediction with 1.9M reactions from USPTO patents (1976-2016). The task is: Predict the product of the given reaction. (1) Given the reactants C1(C[N:8]2[CH2:13][CH2:12][CH:11]([N:14]3[CH2:19][CH2:18][O:17][CH2:16][CH2:15]3)[CH2:10][CH2:9]2)C=CC=CC=1.[H][H], predict the reaction product. The product is: [NH:8]1[CH2:13][CH2:12][CH:11]([N:14]2[CH2:19][CH2:18][O:17][CH2:16][CH2:15]2)[CH2:10][CH2:9]1. (2) Given the reactants [CH3:1][CH:2]1[CH2:7][CH2:6][N:5]([CH2:8][CH2:9][NH2:10])[CH2:4][CH2:3]1.C(=O)([O-])[O-].[K+].[K+].[Cl:17][C:18]1[CH:19]=[C:20]([N+:25]([O-:27])=[O:26])[CH:21]=[CH:22][C:23]=1F, predict the reaction product. The product is: [Cl:17][C:18]1[CH:19]=[C:20]([N+:25]([O-:27])=[O:26])[CH:21]=[CH:22][C:23]=1[NH:10][CH2:9][CH2:8][N:5]1[CH2:6][CH2:7][CH:2]([CH3:1])[CH2:3][CH2:4]1. (3) Given the reactants F[C:2]1[C:3](=[O:18])[N:4]([CH3:17])[CH:5]=[C:6](B2OC(C)(C)C(C)(C)O2)[CH:7]=1.Br[C:20]1[CH:25]=[C:24]([S:26]([CH2:29][CH3:30])(=[O:28])=[O:27])[CH:23]=[CH:22][C:21]=1[O:31][CH2:32][CH:33]1[CH2:35][CH2:34]1.BrC1C=C(S(C)(=O)=O)C=CC=1OC[CH:49]1[CH2:51][CH2:50]1, predict the reaction product. The product is: [CH:49]1([C:2]2[C:3](=[O:18])[N:4]([CH3:17])[CH:5]=[C:6]([C:20]3[CH:25]=[C:24]([S:26]([CH2:29][CH3:30])(=[O:28])=[O:27])[CH:23]=[CH:22][C:21]=3[O:31][CH2:32][CH:33]3[CH2:35][CH2:34]3)[CH:7]=2)[CH2:51][CH2:50]1. (4) The product is: [Br:1][C:2]1[CH:7]=[CH:6][CH:5]=[CH:4][C:3]=1[CH:8]([CH2:23][CH:24]([CH3:26])[CH3:25])[C:9]([OH:11])=[O:10]. Given the reactants [Br:1][C:2]1[CH:7]=[CH:6][CH:5]=[CH:4][C:3]=1[CH2:8][C:9]([OH:11])=[O:10].C[Si]([N-][Si](C)(C)C)(C)C.[Na+].I[CH2:23][CH:24]([CH3:26])[CH3:25], predict the reaction product.